The task is: Predict the product of the given reaction.. This data is from Forward reaction prediction with 1.9M reactions from USPTO patents (1976-2016). (1) Given the reactants [CH3:1][C:2]1[CH:3]=[C:4]([CH:8]=[CH:9][CH:10]=1)[CH2:5][C:6]#[N:7].[C:11]([O:15][CH3:16])(=[O:14])[CH:12]=[CH2:13].Cl, predict the reaction product. The product is: [CH3:16][O:15][C:11](=[O:14])[CH2:12][CH2:13][C:5]([C:6]#[N:7])([C:4]1[CH:3]=[C:2]([CH3:1])[CH:10]=[CH:9][CH:8]=1)[CH2:13][CH2:12][C:11]([O:15][CH3:16])=[O:14]. (2) The product is: [CH2:9]([CH:8]1[CH2:7][NH:6][C:25]([C:24]2[CH:28]=[CH:29][N:30]=[C:22]([NH:21][C:13](=[O:20])[C:14]3[CH:15]=[CH:16][CH:17]=[CH:18][CH:19]=3)[CH:23]=2)=[N:12]1)[CH2:10][CH3:11]. Given the reactants NCC(N)C.[NH2:6][CH2:7][CH:8]([NH2:12])[CH2:9][CH2:10][CH3:11].[C:13]([NH:21][C:22]1[CH:23]=[C:24]([CH:28]=[CH:29][N:30]=1)[C:25](O)=O)(=[O:20])[C:14]1[CH:19]=[CH:18][CH:17]=[CH:16][CH:15]=1, predict the reaction product.